This data is from Catalyst prediction with 721,799 reactions and 888 catalyst types from USPTO. The task is: Predict which catalyst facilitates the given reaction. (1) Reactant: CO[C:3]([CH:5]1[C:9](=O)[CH2:8][O:7][CH2:6]1)=[O:4].[F:11][C:12]1[CH:20]=[CH:19][C:18]([Cl:21])=[CH:17][C:13]=1[C:14]([NH2:16])=[NH:15]. Product: [Cl:21][C:18]1[CH:19]=[CH:20][C:12]([F:11])=[C:13]([C:14]2[N:16]=[C:3]([OH:4])[C:5]3[CH2:6][O:7][CH2:8][C:9]=3[N:15]=2)[CH:17]=1. The catalyst class is: 8. (2) Reactant: [OH:1][C:2]1[CH:10]=[CH:9][C:8]2[N:7]3[CH2:11][CH2:12][CH:13]([CH2:14][C:15]([O:17][C:18]([CH3:21])([CH3:20])[CH3:19])=[O:16])[C:6]3=[CH:5][C:4]=2[CH:3]=1.Cl[CH2:23][C:24]1[CH:25]=[CH:26][C:27]([CH:32]2[CH2:37][CH2:36][CH2:35][CH2:34][CH2:33]2)=[C:28]([CH:31]=1)[C:29]#[N:30].C(=O)([O-])[O-].[Cs+].[Cs+]. Product: [C:29]([C:28]1[CH:31]=[C:24]([CH:25]=[CH:26][C:27]=1[CH:32]1[CH2:37][CH2:36][CH2:35][CH2:34][CH2:33]1)[CH2:23][O:1][C:2]1[CH:10]=[CH:9][C:8]2[N:7]3[CH2:11][CH2:12][CH:13]([CH2:14][C:15]([O:17][C:18]([CH3:21])([CH3:20])[CH3:19])=[O:16])[C:6]3=[CH:5][C:4]=2[CH:3]=1)#[N:30]. The catalyst class is: 42.